From a dataset of Full USPTO retrosynthesis dataset with 1.9M reactions from patents (1976-2016). Predict the reactants needed to synthesize the given product. Given the product [F:12][C:7]1[CH:8]=[C:9]([F:11])[CH:10]=[C:2]2[C:3]=1[C:4](=[O:5])[NH:6][C:19]([C:27]1[CH:32]=[CH:31][CH:30]=[C:29]([N:33]3[CH2:34][CH2:35][N:36]([CH:39]([CH3:40])[CH3:46])[CH2:37][CH2:38]3)[N:28]=1)=[N:1]2, predict the reactants needed to synthesize it. The reactants are: [NH2:1][C:2]1[CH:10]=[C:9]([F:11])[CH:8]=[C:7]([F:12])[C:3]=1[C:4]([NH2:6])=[O:5].COC1C=C(OC)C=C2C=1C(=O)N[C:19]([C:27]1[CH:32]=[CH:31][CH:30]=[C:29]([N:33]3[CH2:38][CH2:37][N:36]([CH2:39][CH2:40]S(C)(=O)=O)[CH2:35][CH2:34]3)[N:28]=1)=N2.[C:46]1(C)C=CC(S(O)(=O)=O)=CC=1.OS([O-])=O.[Na+].